Predict the reactants needed to synthesize the given product. From a dataset of Full USPTO retrosynthesis dataset with 1.9M reactions from patents (1976-2016). (1) Given the product [Cl:17][C:18]1[CH:19]=[CH:20][C:21]([C@@H:24]2[CH2:26][C@H:25]2[C:27]([N:8]2[CH2:7][C@H:6]([CH:1]3[CH2:2][CH2:3][CH2:4][CH2:5]3)[NH:11][C:10](=[O:12])[C@@H:9]2[CH2:13][CH:14]([CH3:16])[CH3:15])=[O:28])=[CH:22][CH:23]=1, predict the reactants needed to synthesize it. The reactants are: [CH:1]1([C@@H:6]2[NH:11][C:10](=[O:12])[C@H:9]([CH2:13][CH:14]([CH3:16])[CH3:15])[NH:8][CH2:7]2)[CH2:5][CH2:4][CH2:3][CH2:2]1.[Cl:17][C:18]1[CH:23]=[CH:22][C:21]([C@@H:24]2[CH2:26][C@H:25]2[C:27](O)=[O:28])=[CH:20][CH:19]=1.C([C@@H]1N(C(=O)/C=C/C2C=CC=CC=2)C[C@H](CC(C)C)NC1=O)C(C)C. (2) Given the product [C:15]1([C:13]2[N:10]=[C:6]3[CH:7]=[CH:8][C:9]4[O:1][CH2:2][CH2:3][C:4]=4[N:5]3[CH:12]=2)[CH:20]=[CH:19][CH:18]=[CH:17][CH:16]=1, predict the reactants needed to synthesize it. The reactants are: [O:1]1[C:9]2[C:4](=[N:5][C:6]([NH2:10])=[CH:7][CH:8]=2)[CH2:3][CH2:2]1.Br[CH2:12][C:13]([C:15]1[CH:20]=[CH:19][CH:18]=[CH:17][CH:16]=1)=O.C(=O)([O-])[O-].[Na+].[Na+]. (3) Given the product [C:22]1([C:27]2[CH:32]=[C:31]([NH:7][N:8]=[C:9]3[C:10]([NH2:11])=[N:40][N:39]=[C:12]3[NH2:13])[CH:30]=[CH:29][CH:28]=2)[CH:23]=[CH:24][CH:25]=[CH:26][CH:21]=1, predict the reactants needed to synthesize it. The reactants are: C1(C2C=CC=CC=2)C=CC=CC=1[NH:7][N:8]=[C:9]([C:12]#[N:13])[C:10]#[N:11].N[C:21]1[CH:26]=[CH:25][CH:24]=[CH:23][C:22]=1[C:27]1[CH:32]=[CH:31][CH:30]=[CH:29][CH:28]=1.C(#N)CC#N.O.[NH2:39][NH2:40]. (4) Given the product [CH3:1][O:2][C:3]1[C:12]2[CH2:13][N:14]([CH2:35][C:34]3[CH:33]=[CH:32][C:31]([C:30]([F:29])([F:39])[F:40])=[CH:38][CH:37]=3)[C:15](=[O:16])[C:11]=2[C:10]([O:17][CH2:18][C:19]2[CH:24]=[CH:23][C:22]([O:25][CH3:26])=[CH:21][CH:20]=2)=[C:9]2[C:4]=1[CH:5]=[CH:6][CH:7]=[N:8]2, predict the reactants needed to synthesize it. The reactants are: [CH3:1][O:2][C:3]1[C:12]2[CH2:13][NH:14][C:15](=[O:16])[C:11]=2[C:10]([O:17][CH2:18][C:19]2[CH:24]=[CH:23][C:22]([O:25][CH3:26])=[CH:21][CH:20]=2)=[C:9]2[C:4]=1[CH:5]=[CH:6][CH:7]=[N:8]2.[H-].[Na+].[F:29][C:30]([F:40])([F:39])[C:31]1[CH:38]=[CH:37][C:34]([CH2:35]Br)=[CH:33][CH:32]=1. (5) Given the product [Cl:1][C:2]1[CH:7]=[C:6]([Cl:8])[CH:5]=[CH:4][C:3]=1[C:9]1[C:10]2[CH:11]3[CH2:22][CH2:21][N:20]([C:23]([O:25][C:26]([CH3:29])([CH3:28])[CH3:27])=[O:24])[CH2:19][CH2:18][CH:12]3[N:13]([CH2:38][CH2:37][O:36][C:30]3[CH:35]=[CH:34][CH:33]=[CH:32][CH:31]=3)[C:14]=2[CH:15]=[CH:16][CH:17]=1, predict the reactants needed to synthesize it. The reactants are: [Cl:1][C:2]1[CH:7]=[C:6]([Cl:8])[CH:5]=[CH:4][C:3]=1[C:9]1[C:10]2[CH:11]3[CH2:22][CH2:21][N:20]([C:23]([O:25][C:26]([CH3:29])([CH3:28])[CH3:27])=[O:24])[CH2:19][CH2:18][CH:12]3[NH:13][C:14]=2[CH:15]=[CH:16][CH:17]=1.[C:30]1([O:36][CH2:37][CH2:38]Br)[CH:35]=[CH:34][CH:33]=[CH:32][CH:31]=1.C([O-])(O)=O.[Na+].